This data is from Peptide-MHC class II binding affinity with 134,281 pairs from IEDB. The task is: Regression. Given a peptide amino acid sequence and an MHC pseudo amino acid sequence, predict their binding affinity value. This is MHC class II binding data. (1) The peptide sequence is SNMYAMMIARFKMFPEVKEK. The MHC is DRB5_0101 with pseudo-sequence DRB5_0101. The binding affinity (normalized) is 0.260. (2) The binding affinity (normalized) is 0.111. The peptide sequence is NKSSGPNELGRFKHTDAC. The MHC is DRB4_0101 with pseudo-sequence DRB4_0103. (3) The peptide sequence is LDSSDTIWMDIEGPP. The MHC is H-2-IAb with pseudo-sequence H-2-IAb. The binding affinity (normalized) is 0.